From a dataset of NCI-60 drug combinations with 297,098 pairs across 59 cell lines. Regression. Given two drug SMILES strings and cell line genomic features, predict the synergy score measuring deviation from expected non-interaction effect. (1) Drug 1: CC1C(C(CC(O1)OC2CC(CC3=C2C(=C4C(=C3O)C(=O)C5=C(C4=O)C(=CC=C5)OC)O)(C(=O)C)O)N)O.Cl. Drug 2: C1=CN(C=N1)CC(O)(P(=O)(O)O)P(=O)(O)O. Cell line: U251. Synergy scores: CSS=3.85, Synergy_ZIP=-10.1, Synergy_Bliss=-20.3, Synergy_Loewe=-66.2, Synergy_HSA=-19.8. (2) Drug 1: C(=O)(N)NO. Drug 2: C1=NNC2=C1C(=O)NC=N2. Cell line: MALME-3M. Synergy scores: CSS=0.628, Synergy_ZIP=-1.30, Synergy_Bliss=-2.84, Synergy_Loewe=-3.62, Synergy_HSA=-2.72.